Dataset: Forward reaction prediction with 1.9M reactions from USPTO patents (1976-2016). Task: Predict the product of the given reaction. (1) Given the reactants C[O:2][C:3](=[O:15])[CH2:4][C:5]1[CH:14]=[CH:13][C:8]([C:9]([O:11][CH3:12])=[O:10])=[CH:7][CH:6]=1.[OH-].[Li+], predict the reaction product. The product is: [CH3:12][O:11][C:9]([C:8]1[CH:13]=[CH:14][C:5]([CH2:4][C:3]([OH:15])=[O:2])=[CH:6][CH:7]=1)=[O:10]. (2) Given the reactants [CH:1]1([C:4]2[C:5]([O:13][CH2:14][CH:15]([F:17])[F:16])=[CH:6][C:7]([C:10]([OH:12])=O)=[N:8][CH:9]=2)[CH2:3][CH2:2]1.[NH2:18][C:19]1([CH2:25][C:26]([NH2:28])=[O:27])[CH2:22][S:21](=[O:24])(=[O:23])[CH2:20]1, predict the reaction product. The product is: [NH2:28][C:26](=[O:27])[CH2:25][C:19]1([NH:18][C:10]([C:7]2[CH:6]=[C:5]([O:13][CH2:14][CH:15]([F:17])[F:16])[C:4]([CH:1]3[CH2:2][CH2:3]3)=[CH:9][N:8]=2)=[O:12])[CH2:20][S:21](=[O:23])(=[O:24])[CH2:22]1. (3) Given the reactants [CH3:1][C:2]1[CH:3]=[CH:4][C:5]2[O:9][CH:8]=[N:7][C:6]=2[CH:10]=1.[Br:11]N1C(=O)CCC1=O.N(C(C)(C)C#N)=NC(C)(C)C#N, predict the reaction product. The product is: [Br:11][CH2:1][C:2]1[CH:3]=[CH:4][C:5]2[O:9][CH:8]=[N:7][C:6]=2[CH:10]=1. (4) Given the reactants COCC(C1C=CC(OC(F)(F)F)=CC=1)=O.C(=O)([O-])[O-].[K+].[K+].Cl.NO.O[N:27]=[C:28]([C:32]1[CH:37]=[CH:36][C:35]([O:38][C:39]([F:42])([F:41])[F:40])=[CH:34][CH:33]=1)[CH2:29][O:30][CH3:31], predict the reaction product. The product is: [CH3:31][O:30][CH2:29][CH:28]([C:32]1[CH:33]=[CH:34][C:35]([O:38][C:39]([F:40])([F:41])[F:42])=[CH:36][CH:37]=1)[NH2:27]. (5) Given the reactants [Cl:1][C:2]1[CH:7]=[CH:6][C:5]([CH:8]2[C:15]3[C:11](=[N:12][NH:13][C:14]=3[CH3:16])[C:10](=[O:17])[N:9]2[C:18]2[CH:23]=[CH:22][C:21](=[O:24])[N:20]([CH3:25])[CH:19]=2)=[CH:4][CH:3]=1.[H-].[Na+].[CH3:28]I, predict the reaction product. The product is: [Cl:1][C:2]1[CH:7]=[CH:6][C:5]([CH:8]2[C:15]3[C:11](=[N:12][N:13]([CH3:28])[C:14]=3[CH3:16])[C:10](=[O:17])[N:9]2[C:18]2[CH:23]=[CH:22][C:21](=[O:24])[N:20]([CH3:25])[CH:19]=2)=[CH:4][CH:3]=1. (6) Given the reactants [CH3:1][C:2]1(CN)C2C=CC=CC=2OC2[C:3]1=[CH:4]C=CC=2.[CH3:18][O:19][C:20]([CH:22]1[C:35]2[CH:34]=[CH:33][CH:32]=[CH:31][C:30]=2[O:29][C:28]2[C:23]1=[CH:24][CH:25]=[CH:26][CH:27]=2)=[O:21].BrCCC=C, predict the reaction product. The product is: [CH3:18][O:19][C:20]([C:22]1([CH2:4][CH2:3][CH:2]=[CH2:1])[C:23]2[CH:24]=[CH:25][CH:26]=[CH:27][C:28]=2[O:29][C:30]2[C:35]1=[CH:34][CH:33]=[CH:32][CH:31]=2)=[O:21]. (7) Given the reactants [OH-].[Na+].C1COCC1.[N:8]1([C:13]2[CH:14]=[C:15]([CH:20]=[C:21]([C:23]3[N:27]=[CH:26][NH:25][N:24]=3)[CH:22]=2)[C:16]([O:18]C)=[O:17])[CH2:12][CH2:11][CH2:10][CH2:9]1.Cl, predict the reaction product. The product is: [N:8]1([C:13]2[CH:14]=[C:15]([CH:20]=[C:21]([C:23]3[N:27]=[CH:26][NH:25][N:24]=3)[CH:22]=2)[C:16]([OH:18])=[O:17])[CH2:12][CH2:11][CH2:10][CH2:9]1. (8) The product is: [CH3:20][O:19][C:16]1[CH:17]=[CH:18][C:13]([C:11](=[O:12])[C:10]([C:8]2[CH:7]=[CH:6][C:3]([C:4]#[N:5])=[C:2]([C:28]3[CH:29]=[N:30][CH:31]=[CH:32][CH:33]=3)[CH:9]=2)=[O:22])=[CH:14][C:15]=1[CH3:21]. Given the reactants Br[C:2]1[CH:9]=[C:8]([C:10](=[O:22])[C:11]([C:13]2[CH:18]=[CH:17][C:16]([O:19][CH3:20])=[C:15]([CH3:21])[CH:14]=2)=[O:12])[CH:7]=[CH:6][C:3]=1[C:4]#[N:5].C([Sn](CCCC)(CCCC)[C:28]1[CH:29]=[N:30][CH:31]=[CH:32][CH:33]=1)CCC, predict the reaction product. (9) Given the reactants C[O-].[Na+].[CH3:4][O:5][CH:6]([C:11]([O:13]C)=O)[C:7](OC)=[O:8].C(O)(=O)C.[CH:19]([NH2:21])=[NH:20].Cl, predict the reaction product. The product is: [OH:13][C:11]1[C:6]([O:5][CH3:4])=[C:7]([OH:8])[N:21]=[CH:19][N:20]=1.